From a dataset of Peptide-MHC class I binding affinity with 185,985 pairs from IEDB/IMGT. Regression. Given a peptide amino acid sequence and an MHC pseudo amino acid sequence, predict their binding affinity value. This is MHC class I binding data. (1) The peptide sequence is IEVKDTKEAL. The MHC is HLA-A26:03 with pseudo-sequence HLA-A26:03. The binding affinity (normalized) is 0.0847. (2) The peptide sequence is ITSGFLGPLL. The MHC is Patr-A0301 with pseudo-sequence Patr-A0301. The binding affinity (normalized) is 0.0771. (3) The peptide sequence is AEFKYIAAV. The MHC is HLA-B40:02 with pseudo-sequence HLA-B40:02. The binding affinity (normalized) is 0.936. (4) The peptide sequence is WLKHIEKNY. The MHC is HLA-B15:01 with pseudo-sequence HLA-B15:01. The binding affinity (normalized) is 0.522. (5) The peptide sequence is FPISHLYIL. The MHC is HLA-B35:01 with pseudo-sequence HLA-B35:01. The binding affinity (normalized) is 0.816. (6) The peptide sequence is QTRHYLHTL. The MHC is Patr-B0101 with pseudo-sequence YYTMYRENMASTDENIAYWTYGYYTWAERAYTWY. The binding affinity (normalized) is 0.0460. (7) The MHC is HLA-A68:01 with pseudo-sequence HLA-A68:01. The peptide sequence is MSHLKVALY. The binding affinity (normalized) is 0.539.